Task: Predict the reactants needed to synthesize the given product.. Dataset: Full USPTO retrosynthesis dataset with 1.9M reactions from patents (1976-2016) (1) The reactants are: [C:1]1([C:7]2[C:8]([C:12]#[N:13])=[CH:9][NH:10][CH:11]=2)[CH:6]=[CH:5][CH:4]=[CH:3][CH:2]=1.[F:14][B-](F)(F)F.F[B-](F)(F)F.ClC[N+]12CC[N+](F)(CC1)CC2. Given the product [F:14][C:11]1[NH:10][CH:9]=[C:8]([C:12]#[N:13])[C:7]=1[C:1]1[CH:2]=[CH:3][CH:4]=[CH:5][CH:6]=1, predict the reactants needed to synthesize it. (2) Given the product [N:41]1([C:38]2[CH:37]=[CH:36][C:35]([NH:34][CH:2]=[C:3]3[C:11]4[C:6](=[CH:7][C:8]([C:12]([C:14]5[CH:15]=[CH:16][C:17]([NH:20][C:21]([C:23]6[N:24]([C:29]([CH3:31])([CH3:30])[CH3:32])[N:25]=[C:26]([CH3:28])[CH:27]=6)=[O:22])=[CH:18][CH:19]=5)=[O:13])=[CH:9][CH:10]=4)[NH:5][C:4]3=[O:33])=[CH:40][CH:39]=2)[CH2:46][CH2:45][O:44][CH2:43][CH2:42]1, predict the reactants needed to synthesize it. The reactants are: O[CH:2]=[C:3]1[C:11]2[C:6](=[CH:7][C:8]([C:12]([C:14]3[CH:19]=[CH:18][C:17]([NH:20][C:21]([C:23]4[N:24]([C:29]([CH3:32])([CH3:31])[CH3:30])[N:25]=[C:26]([CH3:28])[CH:27]=4)=[O:22])=[CH:16][CH:15]=3)=[O:13])=[CH:9][CH:10]=2)[NH:5][C:4]1=[O:33].[NH2:34][C:35]1[CH:40]=[CH:39][C:38]([N:41]2[CH2:46][CH2:45][O:44][CH2:43][CH2:42]2)=[CH:37][CH:36]=1. (3) Given the product [OH:1][C:2]1[C:3]([C:11]2([CH2:38][OH:39])[C:19]3[C:14](=[N:15][CH:16]=[CH:17][CH:18]=3)[N:13]([CH2:20][CH2:21][CH2:22][CH2:23][CH3:24])[C:12]2=[O:25])=[CH:4][C:5]2[O:9][CH2:8][O:7][C:6]=2[CH:10]=1, predict the reactants needed to synthesize it. The reactants are: [OH:1][C:2]1[C:3]([CH:11]2[C:19]3[C:14](=[N:15][CH:16]=[CH:17][CH:18]=3)[N:13]([CH2:20][CH2:21][CH2:22][CH2:23][CH3:24])[C:12]2=[O:25])=[CH:4][C:5]2[O:9][CH2:8][O:7][C:6]=2[CH:10]=1.C(N(CC)CC)C.Cl[Si](C)(C)C.[CH2:38]=[O:39].FC(F)(F)S([O-])(=O)=O.[Yb+3].FC(F)(F)S([O-])(=O)=O.FC(F)(F)S([O-])(=O)=O. (4) Given the product [CH2:1]([NH:3][C:4]([NH:6][C:7]1[N:12]=[CH:11][C:10]([C:13]2[CH:14]=[N:15][CH:16]=[C:17]([C:19]3[O:20][C:21](=[O:24])[NH:22][N:23]=3)[CH:18]=2)=[C:9]([C:25]#[CH:26])[CH:8]=1)=[O:5])[CH3:2], predict the reactants needed to synthesize it. The reactants are: [CH2:1]([NH:3][C:4]([NH:6][C:7]1[N:12]=[CH:11][C:10]([C:13]2[CH:14]=[N:15][CH:16]=[C:17]([C:19]3[O:20][C:21](=[O:24])[NH:22][N:23]=3)[CH:18]=2)=[C:9]([C:25]#[C:26][Si](C)(C)C)[CH:8]=1)=[O:5])[CH3:2].[OH-].[Na+].Cl.C(Cl)Cl. (5) The reactants are: [CH3:1][NH:2][CH:3]1[C:11]2[C:6](=[CH:7][CH:8]=[CH:9][CH:10]=2)[CH2:5][CH:4]1[CH3:12].C(N(CC)CC)C.[CH3:20][C:21]1[N:25]([CH2:26][C:27]([N:29]2[CH2:34][CH2:33][CH:32]([C:35]3[S:36][CH:37]=[C:38]([C:40](Cl)=[O:41])[N:39]=3)[CH2:31][CH2:30]2)=[O:28])[N:24]=[C:23]([C:43]([F:46])([F:45])[F:44])[CH:22]=1. Given the product [CH3:12][CH:4]1[CH2:5][C:6]2[C:11](=[CH:10][CH:9]=[CH:8][CH:7]=2)[CH:3]1[N:2]([CH3:1])[C:40]([C:38]1[N:39]=[C:35]([CH:32]2[CH2:31][CH2:30][N:29]([C:27](=[O:28])[CH2:26][N:25]3[C:21]([CH3:20])=[CH:22][C:23]([C:43]([F:44])([F:45])[F:46])=[N:24]3)[CH2:34][CH2:33]2)[S:36][CH:37]=1)=[O:41], predict the reactants needed to synthesize it.